Dataset: Full USPTO retrosynthesis dataset with 1.9M reactions from patents (1976-2016). Task: Predict the reactants needed to synthesize the given product. (1) The reactants are: [I-].[CH3:2][P+](C1C=CC=CC=1)(C1C=CC=CC=1)C1C=CC=CC=1.CC(C)([O-])C.[K+].[CH:28]1[C:37]2[C:32](=[CH:33][CH:34]=[CH:35][CH:36]=2)[CH:31]=[C:30]([S:38][C:39]2[CH:44]=[CH:43][CH:42]=[CH:41][C:40]=2[CH:45]=O)[CH:29]=1.C(=O)(O)[O-].[Na+]. Given the product [CH:28]1[C:37]2[C:32](=[CH:33][CH:34]=[CH:35][CH:36]=2)[CH:31]=[C:30]([S:38][C:39]2[CH:44]=[CH:43][CH:42]=[CH:41][C:40]=2[CH:45]=[CH2:2])[CH:29]=1, predict the reactants needed to synthesize it. (2) Given the product [C:17]([CH2:16][NH:15][C:14]([CH:9]1[CH2:10][CH2:11][CH2:12][CH2:13][CH:8]1[NH2:7])=[O:19])#[N:18], predict the reactants needed to synthesize it. The reactants are: C(OC(=O)[NH:7][CH:8]1[CH2:13][CH2:12][CH2:11][CH2:10][CH:9]1[C:14](=[O:19])[NH:15][CH2:16][C:17]#[N:18])(C)(C)C. (3) Given the product [F:1][C:2]1[CH:3]=[CH:4][C:5]([N:8]2[C:16]3[C:11](=[CH:12][C:13]([CH:17]([CH2:25][CH:26]([CH3:28])[CH3:27])[C:18]([CH3:23])([CH3:24])[C:19]([OH:21])=[O:20])=[CH:14][CH:15]=3)[CH:10]=[N:9]2)=[CH:6][CH:7]=1, predict the reactants needed to synthesize it. The reactants are: [F:1][C:2]1[CH:7]=[CH:6][C:5]([N:8]2[C:16]3[C:11](=[CH:12][C:13]([CH:17]([CH2:25][CH:26]([CH3:28])[CH3:27])[C:18]([CH3:24])([CH3:23])[C:19]([O:21]C)=[O:20])=[CH:14][CH:15]=3)[CH:10]=[N:9]2)=[CH:4][CH:3]=1.[OH-].[Na+].CO.